From a dataset of Full USPTO retrosynthesis dataset with 1.9M reactions from patents (1976-2016). Predict the reactants needed to synthesize the given product. Given the product [CH3:1][O:2][C:3]1[CH:4]=[C:5]([CH:9]([C:14]2[CH:19]=[CH:18][CH:17]=[CH:16][CH:15]=2)[CH2:10][CH2:11][C:12]([OH:22])=[O:20])[CH:6]=[CH:7][CH:8]=1, predict the reactants needed to synthesize it. The reactants are: [CH3:1][O:2][C:3]1[CH:4]=[C:5]([CH:9]([C:14]2[CH:19]=[CH:18][CH:17]=[CH:16][CH:15]=2)[CH2:10][CH2:11][C:12]#N)[CH:6]=[CH:7][CH:8]=1.[OH-:20].[Na+].[OH2:22].